Dataset: Forward reaction prediction with 1.9M reactions from USPTO patents (1976-2016). Task: Predict the product of the given reaction. (1) The product is: [O:13]=[C:9]1[CH2:10][CH2:11][CH2:12][N:8]1[C:5]1[CH:6]=[CH:7][C:2]([N:1]=[C:23]2[C:15]3=[N:14][CH:19]=[CH:18][N:17]=[C:16]3[C:20](=[O:21])[O:22]2)=[CH:3][CH:4]=1. Given the reactants [NH2:1][C:2]1[CH:7]=[CH:6][C:5]([N:8]2[CH2:12][CH2:11][CH2:10][C:9]2=[O:13])=[CH:4][CH:3]=1.[N:14]1[CH:19]=[CH:18][N:17]=[C:16]2[C:20]([O:22][C:23](=O)[C:15]=12)=[O:21], predict the reaction product. (2) Given the reactants [CH:1]([C:3]1[CH:12]=[CH:11][C:6]([C:7]([O:9][CH3:10])=[O:8])=[CH:5][CH:4]=1)=O.[NH2:13][CH2:14][CH2:15][C:16]1[C:24]2[C:19](=[CH:20][CH:21]=[CH:22][CH:23]=2)[NH:18][CH:17]=1.[OH:25]/[C:26](=[CH:32]\[C:33](=[O:39])[C:34]1[S:35][CH:36]=[CH:37][CH:38]=1)/[C:27](OCC)=[O:28], predict the reaction product. The product is: [NH:18]1[C:19]2[C:24](=[CH:23][CH:22]=[CH:21][CH:20]=2)[C:16]([CH2:15][CH2:14][N:13]2[C:27](=[O:28])[C:26]([OH:25])=[C:32]([C:33]([C:34]3[S:35][CH:36]=[CH:37][CH:38]=3)=[O:39])[CH:1]2[C:3]2[CH:12]=[CH:11][C:6]([C:7]([O:9][CH3:10])=[O:8])=[CH:5][CH:4]=2)=[CH:17]1.